This data is from Full USPTO retrosynthesis dataset with 1.9M reactions from patents (1976-2016). The task is: Predict the reactants needed to synthesize the given product. Given the product [C:1]1([C@:7]2([OH:11])[O:46][CH2:45][C:44]([CH3:48])([CH3:47])[NH:43][C@H:8]2[CH3:9])[CH:6]=[CH:5][CH:4]=[CH:3][CH:2]=1, predict the reactants needed to synthesize it. The reactants are: [C:1]1([C:7](=[O:11])[C@H:8](O)[CH3:9])[CH:6]=[CH:5][CH:4]=[CH:3][CH:2]=1.CN(C1C2C(N(C)C)=CC=CC=2C=CC=1)C.S(OS(C(F)(F)F)(=O)=O)(C(F)(F)F)(=O)=O.[NH2:43][C:44]([CH3:48])([CH3:47])[CH2:45][OH:46].